Dataset: Catalyst prediction with 721,799 reactions and 888 catalyst types from USPTO. Task: Predict which catalyst facilitates the given reaction. (1) Reactant: C(OC([NH:8][C:9]1[S:13][C:12]([C:14]2[C:19]([F:20])=[CH:18][CH:17]=[CH:16][C:15]=2[F:21])=[N:11][C:10]=1[C:22]([NH:24][C:25]1[CH:29]=[N:28][N:27]([CH3:30])[C:26]=1[N:31]1[CH2:37][CH2:36][C:35]([O:39][CH3:40])([CH3:38])[CH:34]([NH:41]C(=O)OC(C)(C)C)[CH2:33][CH2:32]1)=[O:23])=O)(C)(C)C.Cl.O1CCOCC1. Product: [NH2:8][C:9]1[S:13][C:12]([C:14]2[C:19]([F:20])=[CH:18][CH:17]=[CH:16][C:15]=2[F:21])=[N:11][C:10]=1[C:22]([NH:24][C:25]1[CH:29]=[N:28][N:27]([CH3:30])[C:26]=1[N:31]1[CH2:32][CH2:33][CH:34]([NH2:41])[C:35]([O:39][CH3:40])([CH3:38])[CH2:36][CH2:37]1)=[O:23]. The catalyst class is: 5. (2) Reactant: [CH:1]1([C:4](=O)[CH2:5][C:6]#[N:7])[CH2:3][CH2:2]1.Cl.[NH:10]([CH:12]1[CH2:17][CH2:16][N:15]([CH3:18])[CH2:14][CH2:13]1)[NH2:11]. Product: [CH:1]1([C:4]2[CH:5]=[C:6]([NH2:7])[N:10]([CH:12]3[CH2:17][CH2:16][N:15]([CH3:18])[CH2:14][CH2:13]3)[N:11]=2)[CH2:3][CH2:2]1. The catalyst class is: 8.